From a dataset of Reaction yield outcomes from USPTO patents with 853,638 reactions. Predict the reaction yield, written as a fraction of the theoretical maximum amount of product (1.0 means a 100% yield; for example, 0.34 means a 34% yield). (1) The reactants are [Br:1][C:2]1[CH:10]=[CH:9][C:5]([C:6]([OH:8])=[O:7])=[C:4]([Cl:11])[CH:3]=1.C(OC(O[C:15]([CH3:18])([CH3:17])[CH3:16])=O)(O[C:15]([CH3:18])([CH3:17])[CH3:16])=O. The catalyst is C1COCC1.CN(C1C=CN=CC=1)C.CCOC(C)=O. The product is [Br:1][C:2]1[CH:10]=[CH:9][C:5]([C:6]([O:8][C:15]([CH3:18])([CH3:17])[CH3:16])=[O:7])=[C:4]([Cl:11])[CH:3]=1. The yield is 0.510. (2) The reactants are [C:1]([O:4][CH2:5][C:6]1[C:11](B2OC(C)(C)C(C)(C)O2)=[CH:10][CH:9]=[CH:8][C:7]=1[N:21]1[N:30]=[CH:29][C:28]2[C:23](=[C:24]([F:35])[CH:25]=[C:26]([C:31]([CH3:34])([CH3:33])[CH3:32])[CH:27]=2)[C:22]1=[O:36])(=[O:3])[CH3:2].Cl[C:38]1[CH:39]=[C:40]([NH:46][C:47]2[CH:59]=[C:50]3[CH2:51][N:52]([CH:55]4[CH2:58][O:57][CH2:56]4)[CH2:53][CH2:54][N:49]3[N:48]=2)[C:41](=[O:45])[N:42]([CH3:44])[N:43]=1.P([O-])([O-])([O-])=O.[K+].[K+].[K+].C1(P(C2CCCCC2)C2C=CC=CC=2C2C(C(C)C)=CC(C(C)C)=CC=2C(C)C)CCCCC1.[Cl-].[NH4+]. The catalyst is C(O)CCC.O. The product is [C:31]([C:26]1[CH:27]=[C:28]2[C:23](=[C:24]([F:35])[CH:25]=1)[C:22](=[O:36])[N:21]([C:7]1[CH:8]=[CH:9][CH:10]=[C:11]([C:38]3[CH:39]=[C:40]([NH:46][C:47]4[CH:59]=[C:50]5[CH2:51][N:52]([CH:55]6[CH2:58][O:57][CH2:56]6)[CH2:53][CH2:54][N:49]5[N:48]=4)[C:41](=[O:45])[N:42]([CH3:44])[N:43]=3)[C:6]=1[CH2:5][O:4][C:1](=[O:3])[CH3:2])[N:30]=[CH:29]2)([CH3:33])([CH3:32])[CH3:34]. The yield is 0.540. (3) The reactants are [CH2:1]([O:3][C:4]([C:6]1[CH:11]([CH3:12])[NH:10][C:9]([OH:13])=[N:8][C:7]=1[CH3:14])=[O:5])[CH3:2].[N+]([O-])(O)=O.C([O-])([O-])=O.[K+].[K+]. No catalyst specified. The product is [CH2:1]([O:3][C:4]([C:6]1[C:11]([CH3:12])=[N:10][C:9]([OH:13])=[N:8][C:7]=1[CH3:14])=[O:5])[CH3:2]. The yield is 0.710. (4) The reactants are C(=O)(OCC(F)(F)C(F)(F)C(F)(F)C(F)F)OCC(F)(F)C(F)(F)C(F)(F)C(F)F.FC(F)(C(F)(F)C(F)(F)C(F)F)C[NH:34][C:35](=[O:62])[O:36][CH2:37][CH:38]1[CH:43]=[CH:42][CH2:41][CH:40]([CH2:44][O:45][C:46](=[O:61])[NH:47]CC(F)(F)C(F)(F)C(F)(F)C(F)F)[CH2:39]1. No catalyst specified. The product is [C:46](=[O:61])([O:45][CH2:44][CH:40]1[CH:41]=[CH:42][CH2:43][CH:38]([CH2:37][O:36][C:35](=[O:62])[NH2:34])[CH2:39]1)[NH2:47]. The yield is 0.980. (5) The reactants are [Br:1][C:2]1[N:7]=[CH:6][C:5]2[CH:8]=[C:9]([C:15]3[CH:16]=[N:17][N:18]([CH2:20][C:21]([N:23]([CH3:25])[CH3:24])=[O:22])[CH:19]=3)[N:10](S(C)(=O)=O)[C:4]=2[CH:3]=1.C1CCN2C(=NCCC2)CC1.[C:37]([O:41][C:42](O[C:42]([O:41][C:37]([CH3:40])([CH3:39])[CH3:38])=[O:43])=[O:43])([CH3:40])([CH3:39])[CH3:38]. The catalyst is C1COCC1.CN(C=O)C.CN(C)C1C=CN=CC=1. The product is [C:37]([O:41][C:42]([N:10]1[C:4]2[CH:3]=[C:2]([Br:1])[N:7]=[CH:6][C:5]=2[CH:8]=[C:9]1[C:15]1[CH:16]=[N:17][N:18]([CH2:20][C:21]([N:23]([CH3:25])[CH3:24])=[O:22])[CH:19]=1)=[O:43])([CH3:40])([CH3:39])[CH3:38]. The yield is 0.630. (6) The catalyst is C(=O)([O-])[O-].[Na+].[Na+].C(#N)C.O.C1C=CC(P(C2C=CC=CC=2)[C-]2C=CC=C2)=CC=1.C1C=CC(P(C2C=CC=CC=2)[C-]2C=CC=C2)=CC=1.Cl[Pd]Cl.[Fe+2]. The reactants are Br[C:2]1[CH:21]=[N:20][C:5]2[NH:6][C:7]3[CH:12]=[N:11][C:10]([C:13]#[N:14])=[C:9]([O:15][CH2:16][CH2:17][O:18][CH3:19])[C:8]=3[C:4]=2[CH:3]=1.[N:22]1([CH2:28][C:29]2[CH:34]=[CH:33][C:32](B(O)O)=[CH:31][CH:30]=2)[CH2:27][CH2:26][CH2:25][CH2:24][CH2:23]1. The yield is 0.320. The product is [CH3:19][O:18][CH2:17][CH2:16][O:15][C:9]1[C:8]2[C:4]3[CH:3]=[C:2]([C:32]4[CH:31]=[CH:30][C:29]([CH2:28][N:22]5[CH2:27][CH2:26][CH2:25][CH2:24][CH2:23]5)=[CH:34][CH:33]=4)[CH:21]=[N:20][C:5]=3[NH:6][C:7]=2[CH:12]=[N:11][C:10]=1[C:13]#[N:14]. (7) The product is [CH3:19][O:18][C:15]1[CH:16]=[CH:17][C:12]([N:3]2[C:4]3[C:9](=[CH:8][CH:7]=[CH:6][CH:5]=3)[CH:10]=[C:2]2[CH3:1])=[CH:13][CH:14]=1. The yield is 0.740. The reactants are [CH3:1][C:2]1[NH:3][C:4]2[C:9]([CH:10]=1)=[CH:8][CH:7]=[CH:6][CH:5]=2.I[C:12]1[CH:17]=[CH:16][C:15]([O:18][CH3:19])=[CH:14][CH:13]=1.N[C@@H]1CCCC[C@H]1N.[O-]P([O-])([O-])=O.[K+].[K+].[K+]. The catalyst is O1CCOCC1.[Cu]I. (8) The reactants are [Cl:1][C:2]1[C:7]([C:8]2[CH:13]=[CH:12][CH:11]=[CH:10][CH:9]=2)=[C:6](Cl)[N:5]2[N:15]=[C:16]([C:18]3[CH:23]=[CH:22][CH:21]=[CH:20][N:19]=3)[N:17]=[C:4]2[N:3]=1.[C:24]([NH2:28])([CH3:27])([CH3:26])[CH3:25]. The catalyst is CN(C=O)C. The product is [C:24]([NH:28][C:6]1[N:5]2[N:15]=[C:16]([C:18]3[CH:23]=[CH:22][CH:21]=[CH:20][N:19]=3)[N:17]=[C:4]2[N:3]=[C:2]([Cl:1])[C:7]=1[C:8]1[CH:13]=[CH:12][CH:11]=[CH:10][CH:9]=1)([CH3:27])([CH3:26])[CH3:25]. The yield is 0.578. (9) The yield is 0.770. The reactants are [C:1]1([CH:14]=CC=CN=1)[S:2][S:3][C:4]1[CH:9]=[CH:8][CH:7]=[CH:6][N:5]=1.C(O)(=[O:17])C.SC(O)C. The product is [OH:17][CH2:14][CH2:1][S:2][S:3][C:4]1[CH:9]=[CH:8][CH:7]=[CH:6][N:5]=1. The catalyst is CO.